Predict the reactants needed to synthesize the given product. From a dataset of Full USPTO retrosynthesis dataset with 1.9M reactions from patents (1976-2016). Given the product [NH2:32][C:25]1[N:24]=[C:23]([NH:22][CH2:21][CH2:20][NH:19][C:11]2[CH:12]=[CH:13][C:14]([N+:15]([O-:17])=[O:16])=[C:9]([C:3]3[CH:4]=[CH:5][C:6]([Cl:8])=[CH:7][C:2]=3[Cl:1])[N:10]=2)[CH:28]=[CH:27][C:26]=1[N+:29]([O-:31])=[O:30], predict the reactants needed to synthesize it. The reactants are: [Cl:1][C:2]1[CH:7]=[C:6]([Cl:8])[CH:5]=[CH:4][C:3]=1[C:9]1[C:14]([N+:15]([O-:17])=[O:16])=[CH:13][CH:12]=[C:11](Cl)[N:10]=1.[NH2:19][CH2:20][CH2:21][NH:22][C:23]1[CH:28]=[CH:27][C:26]([N+:29]([O-:31])=[O:30])=[C:25]([NH2:32])[N:24]=1.C(N(CC)C(C)C)(C)C.